Dataset: Full USPTO retrosynthesis dataset with 1.9M reactions from patents (1976-2016). Task: Predict the reactants needed to synthesize the given product. (1) The reactants are: Cl[CH2:2][C:3]1[O:7][C:6]([C:8]2[CH:13]=[CH:12][C:11]([C:14]3[C:19]([CH3:20])=[C:18]([F:21])[CH:17]=[C:16]([C:22]([NH:24][CH:25]4[CH2:27][CH2:26]4)=[O:23])[CH:15]=3)=[CH:10][CH:9]=2)=[N:5][N:4]=1.[I-].[K+]. Given the product [CH:25]1([NH:24][C:22]([C:16]2[CH:15]=[C:14]([C:11]3[CH:12]=[CH:13][C:8]([C:6]4[O:7][C:3]([CH2:2][NH:24][CH:25]5[CH2:27][CH2:26]5)=[N:4][N:5]=4)=[CH:9][CH:10]=3)[C:19]([CH3:20])=[C:18]([F:21])[CH:17]=2)=[O:23])[CH2:27][CH2:26]1, predict the reactants needed to synthesize it. (2) Given the product [NH:1]([C:36]([O:38][C:39]([CH3:42])([CH3:41])[CH3:40])=[O:37])[C@H:2]([C:17]([N:19]1[CH2:35][CH2:34][CH2:33][C@H:20]1[C:21]([NH:23][CH2:24][CH2:25][CH2:26][C:27]1[CH:32]=[CH:31][CH:30]=[CH:29][CH:28]=1)=[O:22])=[O:18])[CH2:3][CH2:4][CH2:5][NH2:6], predict the reactants needed to synthesize it. The reactants are: [NH:1]([C:36]([O:38][C:39]([CH3:42])([CH3:41])[CH3:40])=[O:37])[C@H:2]([C:17]([N:19]1[CH2:35][CH2:34][CH2:33][C@H:20]1[C:21]([NH:23][CH2:24][CH2:25][CH2:26][C:27]1[CH:32]=[CH:31][CH:30]=[CH:29][CH:28]=1)=[O:22])=[O:18])[CH2:3][CH2:4][CH2:5][NH:6]C(OCC1C=CC=CC=1)=O.C(O)(C(F)(F)F)=O.[H][H]. (3) Given the product [C:28]([O:32][C:33]1[C:42]2[C:37](=[CH:38][CH:39]=[CH:40][CH:41]=2)[C:36]([O:4][C:3](=[O:5])[CH2:2][NH:1][C:6]([O:8][C:9]([CH3:12])([CH3:11])[CH3:10])=[O:7])=[C:35]([CH3:44])[C:34]=1[CH2:45]/[CH:46]=[C:47](\[CH3:79])/[CH2:48][CH2:49]/[CH:50]=[C:51](\[CH3:78])/[CH2:52][CH2:53]/[CH:54]=[C:55](\[CH3:77])/[CH2:56][CH2:57]/[CH:58]=[C:59](\[CH3:76])/[CH2:60][CH2:61]/[CH:62]=[C:63](\[CH3:75])/[CH2:64][CH2:65]/[CH:66]=[C:67](\[CH3:74])/[CH2:68][CH2:69][CH:70]=[C:71]([CH3:73])[CH3:72])(=[O:31])[CH2:29][CH3:30], predict the reactants needed to synthesize it. The reactants are: [NH:1]([C:6]([O:8][C:9]([CH3:12])([CH3:11])[CH3:10])=[O:7])[CH2:2][C:3]([OH:5])=[O:4].C1CCC(N=C=NC2CCCCC2)CC1.[C:28]([O:32][C:33]1[C:42]2[C:37](=[CH:38][CH:39]=[CH:40][CH:41]=2)[C:36](O)=[C:35]([CH3:44])[C:34]=1[CH2:45]/[CH:46]=[C:47](\[CH3:79])/[CH2:48][CH2:49]/[CH:50]=[C:51](\[CH3:78])/[CH2:52][CH2:53]/[CH:54]=[C:55](\[CH3:77])/[CH2:56][CH2:57]/[CH:58]=[C:59](\[CH3:76])/[CH2:60][CH2:61]/[CH:62]=[C:63](\[CH3:75])/[CH2:64][CH2:65]/[CH:66]=[C:67](\[CH3:74])/[CH2:68][CH2:69][CH:70]=[C:71]([CH3:73])[CH3:72])(=[O:31])[CH2:29][CH3:30]. (4) Given the product [S:1]1[CH:5]=[CH:4][CH:3]=[C:2]1[S:6]([C:11]1[CH:18]=[CH:17][CH:16]=[CH:15][C:12]=1[CH:13]=[O:14])(=[O:8])=[O:7], predict the reactants needed to synthesize it. The reactants are: [S:1]1[CH:5]=[CH:4][CH:3]=[C:2]1[S:6]([O-:8])=[O:7].[Na+].F[C:11]1[CH:18]=[CH:17][CH:16]=[CH:15][C:12]=1[CH:13]=[O:14]. (5) Given the product [CH3:29][O:28][C:26](=[O:27])[C:25](=[O:30])[N:14]1[CH2:13][CH2:12][CH:11]([CH2:10][CH2:9][CH2:8][CH2:7][C:4]2[CH:3]=[CH:2][N:1]=[CH:6][CH:5]=2)[CH2:16][CH2:15]1, predict the reactants needed to synthesize it. The reactants are: [NH:1]1[CH2:6][CH2:5][CH:4]([CH2:7][CH2:8][CH2:9][CH2:10][C:11]2[CH:16]=[CH:15][N:14]=[CH:13][CH:12]=2)[CH2:3][CH2:2]1.CCN(CC)CC.Cl[C:25](=[O:30])[C:26]([O:28][CH3:29])=[O:27]. (6) Given the product [F:15][C:16]1[C:24]([O:25][C:26]2[C:35]3[C:30](=[CH:31][C:32]([O:38][CH2:72][CH:69]4[CH2:70][CH2:71][N:66]([C:64]([O:63][C:59]([CH3:60])([CH3:62])[CH3:61])=[O:65])[CH2:67][CH2:68]4)=[C:33]([O:36][CH3:37])[CH:34]=3)[N:29]=[CH:28][N:27]=2)=[CH:23][CH:22]=[C:21]2[C:17]=1[CH:18]=[C:19]([CH3:39])[NH:20]2, predict the reactants needed to synthesize it. The reactants are: N(C(OC(C)C)=O)=NC(OC(C)C)=O.[F:15][C:16]1[C:24]([O:25][C:26]2[C:35]3[C:30](=[CH:31][C:32]([OH:38])=[C:33]([O:36][CH3:37])[CH:34]=3)[N:29]=[CH:28][N:27]=2)=[CH:23][CH:22]=[C:21]2[C:17]=1[CH:18]=[C:19]([CH3:39])[NH:20]2.C1(P(C2C=CC=CC=2)C2C=CC=CC=2)C=CC=CC=1.[C:59]([O:63][C:64]([N:66]1[CH2:71][CH2:70][CH:69]([CH2:72]O)[CH2:68][CH2:67]1)=[O:65])([CH3:62])([CH3:61])[CH3:60]. (7) The reactants are: CC[O:3][C:4]([C:6]1[N:7](C(OC(C)(C)C)=O)[C:8]2[C:13]([CH:14]=1)=[C:12]([O:15][CH2:16][C:17]1[C:21]3[CH:22]=[C:23]([Cl:26])[CH:24]=[CH:25][C:20]=3[O:19][CH:18]=1)[CH:11]=[CH:10][CH:9]=2)=[O:5].[OH-].[K+]. Given the product [Cl:26][C:23]1[CH:24]=[CH:25][C:20]2[O:19][CH:18]=[C:17]([CH2:16][O:15][C:12]3[CH:11]=[CH:10][CH:9]=[C:8]4[C:13]=3[CH:14]=[C:6]([C:4]([OH:5])=[O:3])[NH:7]4)[C:21]=2[CH:22]=1, predict the reactants needed to synthesize it.